From a dataset of Reaction yield outcomes from USPTO patents with 853,638 reactions. Predict the reaction yield, written as a fraction of the theoretical maximum amount of product (1.0 means a 100% yield; for example, 0.34 means a 34% yield). (1) The yield is 0.290. The catalyst is C(OCC)(=O)C. The product is [CH2:13]([C:15]1[N:16]=[C:17]([CH2:42][CH2:43][CH3:44])[N:18]([CH2:27][C:28]2[CH:29]=[CH:30][C:31]([C:34]3[CH:39]=[CH:38][CH:37]=[CH:36][C:35]=3[C:40]3[NH:3][C:4](=[O:7])[O:5][N:41]=3)=[CH:32][CH:33]=2)[C:19](=[O:26])[C:20]=1[CH:21]([OH:25])[CH:22]([CH3:23])[CH3:24])[CH3:14]. The reactants are [Cl-].O[NH3+:3].[C:4](=[O:7])([O-])[OH:5].[Na+].CS(C)=O.[CH2:13]([C:15]1[N:16]=[C:17]([CH2:42][CH2:43][CH3:44])[N:18]([CH2:27][C:28]2[CH:33]=[CH:32][C:31]([C:34]3[C:35]([C:40]#[N:41])=[CH:36][CH:37]=[CH:38][CH:39]=3)=[CH:30][CH:29]=2)[C:19](=[O:26])[C:20]=1[CH:21]([OH:25])[CH:22]([CH3:24])[CH3:23])[CH3:14]. (2) The reactants are [CH2:1]([O:8][C:9]1[CH:14]=[CH:13][C:12]([N:15]([CH3:26])[C:16]2[CH:21]=[CH:20][C:19]([CH:22]([CH3:25])[CH2:23][OH:24])=[CH:18][CH:17]=2)=[CH:11][CH:10]=1)[C:2]1[CH:7]=[CH:6][CH:5]=[CH:4][CH:3]=1.[H-].[Na+].[CH3:29]I. The catalyst is CN(C=O)C.O. The product is [CH2:1]([O:8][C:9]1[CH:14]=[CH:13][C:12]([N:15]([C:16]2[CH:17]=[CH:18][C:19]([CH:22]([CH3:25])[CH2:23][O:24][CH3:29])=[CH:20][CH:21]=2)[CH3:26])=[CH:11][CH:10]=1)[C:2]1[CH:3]=[CH:4][CH:5]=[CH:6][CH:7]=1. The yield is 0.770. (3) The reactants are [Cl-].O[NH3+:3].[C:4](=[O:7])([O-])[OH:5].[Na+].CS(C)=O.[F:13][C:14]1[CH:15]=[C:16]([C:40]2[C:41]([C:46]#[N:47])=[CH:42][CH:43]=[CH:44][CH:45]=2)[CH:17]=[CH:18][C:19]=1[CH2:20][C:21]1[C:22](=[O:39])[N:23]([CH:33]2[CH2:38][CH2:37][O:36][CH2:35][CH2:34]2)[C:24]2[N:25]([N:30]=[CH:31][N:32]=2)[C:26]=1[CH2:27][CH2:28][CH3:29]. The catalyst is C(OCC)(=O)C. The product is [F:13][C:14]1[CH:15]=[C:16]([C:40]2[CH:45]=[CH:44][CH:43]=[CH:42][C:41]=2[C:46]2[NH:3][C:4](=[O:7])[O:5][N:47]=2)[CH:17]=[CH:18][C:19]=1[CH2:20][C:21]1[C:22](=[O:39])[N:23]([CH:33]2[CH2:38][CH2:37][O:36][CH2:35][CH2:34]2)[C:24]2[N:25]([N:30]=[CH:31][N:32]=2)[C:26]=1[CH2:27][CH2:28][CH3:29]. The yield is 0.720. (4) The reactants are [Cl:1][C:2]1[CH:7]=[CH:6][C:5]([C:8]2[CH:13]=[CH:12][C:11]([C:14]([OH:16])=O)=[C:10]([O:17][CH3:18])[CH:9]=2)=[CH:4][CH:3]=1.Cl.[CH2:20]([O:22][C:23](=[O:26])[CH2:24][NH2:25])[CH3:21].CN(C)CCCN=C=NCC.ON1C2C=CC=CC=2N=N1.C(N(C(C)C)CC)(C)C. The catalyst is C(Cl)Cl.CCOC(C)=O.CN(C=O)C. The product is [CH2:20]([O:22][C:23](=[O:26])[CH2:24][NH:25][C:14]([C:11]1[CH:12]=[CH:13][C:8]([C:5]2[CH:4]=[CH:3][C:2]([Cl:1])=[CH:7][CH:6]=2)=[CH:9][C:10]=1[O:17][CH3:18])=[O:16])[CH3:21]. The yield is 0.850. (5) The reactants are Br[CH2:2][C:3]([C:5]1[CH:10]=[CH:9][CH:8]=[C:7]([O:11][CH3:12])[CH:6]=1)=O.[CH:13]([NH2:15])=O.C(Cl)Cl.CO.[NH4+:21].[OH-]. No catalyst specified. The product is [CH3:12][O:11][C:7]1[CH:6]=[C:5]([C:3]2[NH:15][CH:13]=[N:21][CH:2]=2)[CH:10]=[CH:9][CH:8]=1. The yield is 0.430. (6) The catalyst is CO.[Pd]. The yield is 0.930. The reactants are [C:1]([O:5][C:6](=[O:21])[NH:7][C:8]1[CH:13]=[CH:12][C:11]([C:14]([CH3:17])([CH3:16])[CH3:15])=[C:10]([N+:18]([O-])=O)[CH:9]=1)([CH3:4])([CH3:3])[CH3:2]. The product is [C:1]([O:5][C:6](=[O:21])[NH:7][C:8]1[CH:13]=[CH:12][C:11]([C:14]([CH3:17])([CH3:16])[CH3:15])=[C:10]([NH2:18])[CH:9]=1)([CH3:4])([CH3:2])[CH3:3].